This data is from Full USPTO retrosynthesis dataset with 1.9M reactions from patents (1976-2016). The task is: Predict the reactants needed to synthesize the given product. (1) The reactants are: [O:1]1[CH2:6][CH2:5][N:4]([CH2:7][C:8]([O:10]C)=O)[CH2:3][CH2:2]1.O.[NH2:13][NH2:14]. Given the product [O:1]1[CH2:6][CH2:5][N:4]([CH2:7][C:8]([NH:13][NH2:14])=[O:10])[CH2:3][CH2:2]1, predict the reactants needed to synthesize it. (2) Given the product [F:15][C:4]1[CH:3]=[C:2]([CH:7]=[CH:6][C:5]=1[C:8]([CH3:14])([CH3:13])[CH2:9][CH2:10][CH2:11][CH3:12])[CH:29]=[O:30], predict the reactants needed to synthesize it. The reactants are: Br[C:2]1[CH:7]=[CH:6][C:5]([C:8]([CH3:14])([CH3:13])[CH2:9][CH2:10][CH2:11][CH3:12])=[C:4]([F:15])[CH:3]=1.C([Li])CCC.CCCCCC.CN(C)[CH:29]=[O:30]. (3) Given the product [CH:36]([O:39][C:40]([N:42]1[C:48]2[C:49]3[CH2:50][CH2:51][CH2:52][C:53]=3[C:54]([CH3:2])=[CH:55][C:47]=2[CH:46]([N:57]([C:73](=[O:75])[CH3:74])[CH2:58][C:59]2[CH:64]=[C:63]([C:65]([F:68])([F:67])[F:66])[CH:62]=[C:61]([C:69]([F:72])([F:71])[F:70])[CH:60]=2)[CH2:45][CH2:44][CH2:43]1)=[O:41])([CH3:38])[CH3:37], predict the reactants needed to synthesize it. The reactants are: F[C:2](F)(F)C1C=C(C=C(C(F)(F)F)C=1)CN(C1CCCNC2C(C)=CC(C(F)(F)F)=CC1=2)C(=O)C.[CH:36]([O:39][C:40]([N:42]1[C:48]2[C:49]3[CH2:50][CH2:51][CH2:52][C:53]=3[C:54](Br)=[CH:55][C:47]=2[CH:46]([N:57]([C:73](=[O:75])[CH3:74])[CH2:58][C:59]2[CH:64]=[C:63]([C:65]([F:68])([F:67])[F:66])[CH:62]=[C:61]([C:69]([F:72])([F:71])[F:70])[CH:60]=2)[CH2:45][CH2:44][CH2:43]1)=[O:41])([CH3:38])[CH3:37]. (4) The reactants are: [NH2:1][C:2]1[CH:10]=[CH:9][C:5]([C:6]([OH:8])=[O:7])=[C:4]([C:11]([F:14])([F:13])[F:12])[CH:3]=1.CO.[CH3:17][Si](C=[N+]=[N-])(C)C. Given the product [NH2:1][C:2]1[CH:10]=[CH:9][C:5]([C:6]([O:8][CH3:17])=[O:7])=[C:4]([C:11]([F:12])([F:13])[F:14])[CH:3]=1, predict the reactants needed to synthesize it.